From a dataset of Forward reaction prediction with 1.9M reactions from USPTO patents (1976-2016). Predict the product of the given reaction. Given the reactants [NH2:1][CH2:2][C@H:3]1[CH2:7][CH2:6][N:5]([C:8]([O:10][C:11]([CH3:14])([CH3:13])[CH3:12])=[O:9])[CH2:4]1.[Br:15][C:16]1[CH:17]=[C:18]([C:22](O)=[O:23])[NH:19][C:20]=1[Br:21], predict the reaction product. The product is: [C:11]([O:10][C:8]([N:5]1[CH2:6][CH2:7][C@H:3]([CH2:2][NH:1][C:22]([C:18]2[NH:19][C:20]([Br:21])=[C:16]([Br:15])[CH:17]=2)=[O:23])[CH2:4]1)=[O:9])([CH3:14])([CH3:13])[CH3:12].